Dataset: Drug-target binding data from BindingDB using IC50 measurements. Task: Regression. Given a target protein amino acid sequence and a drug SMILES string, predict the binding affinity score between them. We predict pIC50 (pIC50 = -log10(IC50 in M); higher means more potent). Dataset: bindingdb_ic50. The compound is CC(C)[C@@H](NS(=O)(=O)c1ccc(C(F)(F)F)cc1)C(=O)NO. The target protein (P15917) has sequence MNIKKEFIKVISMSCLVTAITLSGPVFIPLVQGAGGHGDVGMHVKEKEKNKDENKRKDEERNKTQEEHLKEIMKHIVKIEVKGEEAVKKEAAEKLLEKVPSDVLEMYKAIGGKIYIVDGDITKHISLEALSEDKKKIKDIYGKDALLHEHYVYAKEGYEPVLVIQSSEDYVENTEKALNVYYEIGKILSRDILSKINQPYQKFLDVLNTIKNASDSDGQDLLFTNQLKEHPTDFSVEFLEQNSNEVQEVFAKAFAYYIEPQHRDVLQLYAPEAFNYMDKFNEQEINLSLEELKDQRMLARYEKWEKIKQHYQHWSDSLSEEGRGLLKKLQIPIEPKKDDIIHSLSQEEKELLKRIQIDSSDFLSTEEKEFLKKLQIDIRDSLSEEEKELLNRIQVDSSNPLSEKEKEFLKKLKLDIQPYDINQRLQDTGGLIDSPSINLDVRKQYKRDIQNIDALLHQSIGSTLYNKIYLYENMNINNLTATLGADLVDSTDNTKINRGI.... The pIC50 is 4.4.